Dataset: Reaction yield outcomes from USPTO patents with 853,638 reactions. Task: Predict the reaction yield, written as a fraction of the theoretical maximum amount of product (1.0 means a 100% yield; for example, 0.34 means a 34% yield). (1) The reactants are [OH:1][C:2]([CH3:40])([CH3:39])[CH2:3][O:4][C@H:5]1[CH2:10][CH2:9][C@H:8]([N:11]2[C:16](=[O:17])[C:15]([CH2:18][C:19]3[CH:24]=[CH:23][C:22]([C:25]4[C:26]([C:31]#[N:32])=[CH:27][CH:28]=[CH:29][CH:30]=4)=[CH:21][CH:20]=3)=[C:14]([CH2:33][CH2:34][CH3:35])[N:13]3[N:36]=[CH:37][CH:38]=[C:12]23)[CH2:7][CH2:6]1.C[Si]([N:45]=[N+:46]=[N-:47])(C)C.C([Sn](=O)CCCC)CCC.C1(C)C=CC=CC=1. The catalyst is O.C(OCC)(=O)C. The product is [OH:1][C:2]([CH3:39])([CH3:40])[CH2:3][O:4][C@H:5]1[CH2:10][CH2:9][C@H:8]([N:11]2[C:16](=[O:17])[C:15]([CH2:18][C:19]3[CH:24]=[CH:23][C:22]([C:25]4[CH:30]=[CH:29][CH:28]=[CH:27][C:26]=4[C:31]4[NH:47][N:46]=[N:45][N:32]=4)=[CH:21][CH:20]=3)=[C:14]([CH2:33][CH2:34][CH3:35])[N:13]3[N:36]=[CH:37][CH:38]=[C:12]23)[CH2:7][CH2:6]1. The yield is 0.450. (2) The reactants are [CH3:1][N:2]1[CH2:7][CH2:6][N:5]([C:8]2[CH:13]=[CH:12][C:11]([N+:14]([O-])=O)=[CH:10][CH:9]=2)[CH2:4][CH2:3]1. The catalyst is [Pd].[C].CO.C(OCC)(=O)C. The product is [CH3:1][N:2]1[CH2:3][CH2:4][N:5]([C:8]2[CH:13]=[CH:12][C:11]([NH2:14])=[CH:10][CH:9]=2)[CH2:6][CH2:7]1. The yield is 1.00. (3) The reactants are [CH3:1][CH2:2][CH2:3][CH2:4][C:5]1[CH:6]=[CH:7][C:8]([OH:11])=[CH:9][CH:10]=1.N1C=CC=CC=1.[C:18](Cl)(=[O:20])[CH3:19]. The catalyst is ClCCl. The product is [CH3:1][CH2:2][CH2:3][CH2:4][C:5]1[CH:10]=[CH:9][C:8]([O:11][C:18]([CH3:19])=[O:20])=[CH:7][CH:6]=1. The yield is 0.800. (4) The reactants are [CH2:1]=[CH:2][CH2:3][CH2:4][CH2:5][CH2:6][CH2:7][CH2:8][CH2:9][CH2:10][CH2:11][CH2:12]CC.[C:15]1([CH:21]([CH3:24])[CH:22]=[CH2:23])[CH:20]=[CH:19][CH:18]=[CH:17][CH:16]=1. No catalyst specified. The product is [C:15]1([CH:21]([CH:22]=[CH:23][CH2:12][CH2:11][CH2:10][CH2:9][CH2:8][CH2:7][CH2:6][CH2:5][CH2:4][CH2:3][CH2:2][CH3:1])[CH3:24])[CH:20]=[CH:19][CH:18]=[CH:17][CH:16]=1. The yield is 0.720. (5) The reactants are [CH3:1][C@H:2]1[CH2:7][N:6]2[C:8]([C:11]3[CH:16]=[N:15][CH:14]=[CH:13][N:12]=3)=[N:9][N:10]=[C:5]2[C:4](=[O:17])[NH:3]1.C(=O)([O-])[O-].[Cs+].[Cs+].[Cl:24][C:25]1[CH:32]=[C:31]([F:33])[CH:30]=[CH:29][C:26]=1[CH2:27]Br. The catalyst is CN(C=O)C.O. The product is [Cl:24][C:25]1[CH:32]=[C:31]([F:33])[CH:30]=[CH:29][C:26]=1[CH2:27][N:3]1[C@@H:2]([CH3:1])[CH2:7][N:6]2[C:8]([C:11]3[CH:16]=[N:15][CH:14]=[CH:13][N:12]=3)=[N:9][N:10]=[C:5]2[C:4]1=[O:17]. The yield is 0.650. (6) The reactants are [NH2:1][CH2:2][C:3]1[CH:8]=[CH:7][C:6]([NH:9][C:10]([CH:12]2[CH2:17][CH2:16][N:15]([CH2:18][C:19]3[CH:24]=[CH:23][CH:22]=[CH:21][CH:20]=3)[CH2:14][CH2:13]2)=[O:11])=[CH:5][CH:4]=1.C[CH2:26][N:27](CC)[CH2:28]C.Cl[C:33]1[N:42]=[C:41](Cl)[C:40]2[C:35](=[CH:36][C:37]([I:44])=[CH:38][CH:39]=2)[N:34]=1. The catalyst is C(Cl)Cl. The product is [CH2:18]([N:15]1[CH2:14][CH2:13][CH:12]([C:10]([NH:9][C:6]2[CH:7]=[CH:8][C:3]([CH2:2][NH:1][C:41]3[C:40]4[C:35](=[CH:36][C:37]([I:44])=[CH:38][CH:39]=4)[N:34]=[C:33]([N:27]([CH3:28])[CH3:26])[N:42]=3)=[CH:4][CH:5]=2)=[O:11])[CH2:17][CH2:16]1)[C:19]1[CH:20]=[CH:21][CH:22]=[CH:23][CH:24]=1. The yield is 0.820.